From a dataset of Forward reaction prediction with 1.9M reactions from USPTO patents (1976-2016). Predict the product of the given reaction. (1) Given the reactants Cl[C:2]1[CH:13]=[CH:12][C:5]([C:6]([O:8][CH:9]([CH3:11])[CH3:10])=[O:7])=[CH:4][N:3]=1.[NH:14]1[CH2:19][CH2:18][O:17][CH2:16][CH2:15]1, predict the reaction product. The product is: [O:17]1[CH2:18][CH2:19][N:14]([C:2]2[CH:13]=[CH:12][C:5]([C:6]([O:8][CH:9]([CH3:11])[CH3:10])=[O:7])=[CH:4][N:3]=2)[CH2:15][CH2:16]1. (2) Given the reactants [C:1]([O:5][C:6]([NH:8][CH:9]([C:28](=[O:35])[NH:29][CH2:30][CH2:31][CH2:32][CH2:33][CH3:34])[CH2:10][C:11]1[CH:16]=[CH:15][C:14]([NH:17][C:18]2[CH:26]=[CH:25][CH:24]=[CH:23][C:19]=2[C:20]([OH:22])=[O:21])=[C:13](I)[CH:12]=1)=[O:7])([CH3:4])([CH3:3])[CH3:2].CC1C=CC=CC=1P(C1C=CC=CC=1C)C1C=CC=CC=1C.[C:58]([NH2:62])(=[O:61])[CH:59]=[CH2:60].C(N(CC)CC)C, predict the reaction product. The product is: [C:1]([O:5][C:6]([NH:8][CH:9]([C:28](=[O:35])[NH:29][CH2:30][CH2:31][CH2:32][CH2:33][CH3:34])[CH2:10][C:11]1[CH:16]=[CH:15][C:14]([NH:17][C:18]2[CH:26]=[CH:25][CH:24]=[CH:23][C:19]=2[C:20]([OH:22])=[O:21])=[C:13](/[CH:60]=[CH:59]/[C:58]([NH2:62])=[O:61])[CH:12]=1)=[O:7])([CH3:4])([CH3:3])[CH3:2]. (3) Given the reactants Cl.[NH2:2][CH:3]1[CH2:8][CH2:7][CH2:6][N:5]([C:9]([O:11][CH2:12][C:13]2[CH:18]=[CH:17][CH:16]=[CH:15][CH:14]=2)=[O:10])[CH2:4]1.C(N(C(C)C)CC)(C)C.[CH:28]1([N:34]=[C:35]=[O:36])[CH2:33][CH2:32][CH2:31][CH2:30][CH2:29]1.[C:37](Cl)(=[O:42])[CH2:38][C:39](Cl)=[O:40], predict the reaction product. The product is: [CH:28]1([N:34]2[C:39](=[O:40])[CH2:38][C:37](=[O:42])[N:2]([CH:3]3[CH2:8][CH2:7][CH2:6][N:5]([C:9]([O:11][CH2:12][C:13]4[CH:18]=[CH:17][CH:16]=[CH:15][CH:14]=4)=[O:10])[CH2:4]3)[C:35]2=[O:36])[CH2:33][CH2:32][CH2:31][CH2:30][CH2:29]1. (4) Given the reactants [C:1]([O:5][C:6](=[O:14])[NH:7][C:8]1([CH2:11][CH2:12][OH:13])[CH2:10][CH2:9]1)([CH3:4])([CH3:3])[CH3:2].CC1(C)N([O])C(C)(C)CCC1.P([O-])([O-])([O-])=[O:27].[Na+].[Na+].[Na+].Cl[O-].[Na+].Cl([O-])=O.[Na+].[OH-].[Na+].S([O-])([O-])(=O)=S.[Na+].[Na+], predict the reaction product. The product is: [C:1]([O:5][C:6]([NH:7][C:8]1([CH2:11][C:12]([OH:27])=[O:13])[CH2:9][CH2:10]1)=[O:14])([CH3:4])([CH3:2])[CH3:3]. (5) Given the reactants [CH3:1]C(C)C(=O)C(P(=O)([O-])[O-])=[N+]=[N-].[C:13]([SiH2:17][O:18][C:19]([C:49]1[CH:54]=[CH:53][CH:52]=[CH:51][CH:50]=1)([C:43]1[CH:48]=[CH:47][CH:46]=[CH:45][CH:44]=1)[C:20]([NH:24][C:25](=[O:42])[CH:26]([O:29][C:30]1[CH:31]=[C:32]2[C:37](=[CH:38][CH:39]=1)[N:36]=[CH:35][C:34]([C:40]#[CH:41])=[CH:33]2)[S:27][CH3:28])([CH3:23])[CH:21]=O)([CH3:16])([CH3:15])[CH3:14].C(=O)([O-])[O-].[K+].[K+].C(OCC)(=O)C, predict the reaction product. The product is: [C:13]([SiH2:17][O:18][C:19]([C:49]1[CH:54]=[CH:53][CH:52]=[CH:51][CH:50]=1)([C:43]1[CH:48]=[CH:47][CH:46]=[CH:45][CH:44]=1)[C:20]([NH:24][C:25](=[O:42])[CH:26]([O:29][C:30]1[CH:31]=[C:32]2[C:37](=[CH:38][CH:39]=1)[N:36]=[CH:35][C:34]([C:40]#[CH:41])=[CH:33]2)[S:27][CH3:28])([CH3:23])[C:21]#[CH:1])([CH3:14])([CH3:15])[CH3:16]. (6) Given the reactants [CH3:1][O:2][C:3]1[CH:8]=[C:7]([N+:9]([O-:11])=[O:10])[C:6]([O:12][CH3:13])=[CH:5][C:4]=1[CH2:14][CH2:15][NH2:16].[CH3:17][O:18][C:19]1[CH:26]=[CH:25][CH:24]=[CH:23][C:20]=1[CH:21]=O.C(O[BH-](OC(=O)C)OC(=O)C)(=O)C.[Na+].O, predict the reaction product. The product is: [CH3:17][O:18][C:19]1[CH:26]=[CH:25][CH:24]=[CH:23][C:20]=1[CH2:21][NH:16][CH2:15][CH2:14][C:4]1[CH:5]=[C:6]([O:12][CH3:13])[C:7]([N+:9]([O-:11])=[O:10])=[CH:8][C:3]=1[O:2][CH3:1].